From a dataset of Reaction yield outcomes from USPTO patents with 853,638 reactions. Predict the reaction yield, written as a fraction of the theoretical maximum amount of product (1.0 means a 100% yield; for example, 0.34 means a 34% yield). (1) The reactants are [Cl:1][C:2]1[N:7]=[CH:6][C:5]([C:8](=O)[CH3:9])=[CH:4][CH:3]=1.[CH2:11]([NH2:13])[CH3:12].CO. The catalyst is C(Cl)(Cl)Cl. The product is [Cl:1][C:2]1[N:7]=[CH:6][C:5]([CH:8]([NH:13][CH2:11][CH3:12])[CH3:9])=[CH:4][CH:3]=1. The yield is 0.800. (2) The product is [F:22][C:16]1[CH:15]=[C:14]([C:11]2[O:12][C:13]3[C:5]([CH2:3][OH:2])=[CH:6][C:7]([O:23][CH3:24])=[CH:8][C:9]=3[CH:10]=2)[CH:19]=[CH:18][C:17]=1[O:20][CH3:21]. The catalyst is C1COCC1. The reactants are C[O:2][C:3]([C:5]1[C:13]2[O:12][C:11]([C:14]3[CH:19]=[CH:18][C:17]([O:20][CH3:21])=[C:16]([F:22])[CH:15]=3)=[CH:10][C:9]=2[CH:8]=[C:7]([O:23][CH3:24])[CH:6]=1)=O.[Li]. The yield is 0.730. (3) The reactants are [CH:1]([C:4]1[CH:9]=[CH:8][CH:7]=[C:6]([CH:10]([CH3:12])[CH3:11])[C:5]=1[N:13]1[C:35](=[O:36])[C:32]2[C:33]3[C:34]4[C:29](=[C:30](Br)[CH:31]=2)[C:28]2[C:38]5[C:24]([C:25](Br)=[CH:26][CH:27]=2)=[CH:23][CH:22]=[CH:21][C:20]=5[C:19]=4[C:18](Br)=[CH:17][C:16]=3[C:14]1=[O:15])([CH3:3])[CH3:2].[C:41]([C:45]1[CH:50]=[CH:49][C:48]([OH:51])=[CH:47][CH:46]=1)([CH3:44])([CH3:43])[CH3:42].[C:52](=[O:55])([O-])[O-].[K+].[K+].Cl. The catalyst is CN1CCCC1=O. The product is [CH:1]([C:4]1[CH:9]=[CH:8][CH:7]=[C:6]([CH:10]([CH3:12])[CH3:11])[C:5]=1[N:13]1[C:35](=[O:36])[C:32]2[C:33]3[C:34]4[C:29](=[C:30]([O:51][C:48]5[CH:47]=[CH:46][C:45]([C:41]([CH3:44])([CH3:42])[CH3:43])=[CH:50][CH:49]=5)[CH:31]=2)[C:28]2[C:38]5[C:24]([C:25]([O:51][C:48]6[CH:47]=[CH:46][C:45]([C:41]([CH3:44])([CH3:42])[CH3:43])=[CH:50][CH:49]=6)=[CH:26][CH:27]=2)=[CH:23][CH:22]=[CH:21][C:20]=5[C:19]=4[C:18]([O:55][C:52]2[CH:49]=[CH:50][C:45]([C:41]([CH3:44])([CH3:43])[CH3:42])=[CH:46][CH:47]=2)=[CH:17][C:16]=3[C:14]1=[O:15])([CH3:3])[CH3:2]. The yield is 0.930.